From a dataset of Full USPTO retrosynthesis dataset with 1.9M reactions from patents (1976-2016). Predict the reactants needed to synthesize the given product. (1) Given the product [OH:25][CH2:24][CH2:23][N:22]([CH3:21])[CH2:2][CH2:3][CH2:4][CH2:5][CH2:6][CH2:7][CH2:8][C:9]([NH:11][C:12]1[CH:20]=[CH:19][C:15]([C:16]([OH:18])=[O:17])=[CH:14][CH:13]=1)=[O:10], predict the reactants needed to synthesize it. The reactants are: Br[CH2:2][CH2:3][CH2:4][CH2:5][CH2:6][CH2:7][CH2:8][C:9]([NH:11][C:12]1[CH:20]=[CH:19][C:15]([C:16]([OH:18])=[O:17])=[CH:14][CH:13]=1)=[O:10].[CH3:21][NH:22][CH2:23][CH2:24][OH:25].C(N(CC)C(C)C)(C)C. (2) Given the product [CH3:3][N:2]([C:4]1[CH:28]=[CH:27][C:7]([C:8]([NH:10][C:11]2[CH:26]=[CH:25][CH:24]=[CH:23][C:12]=2[C:13]([NH:15][C:16]2[CH:21]=[CH:20][C:19]([Cl:22])=[CH:18][N:17]=2)=[O:14])=[O:9])=[C:6]([O:29][CH:30]2[CH2:31][CH2:32][NH:33][CH2:34][CH2:35]2)[CH:5]=1)[CH3:1], predict the reactants needed to synthesize it. The reactants are: [CH3:1][N:2]([C:4]1[CH:28]=[CH:27][C:7]([C:8]([NH:10][C:11]2[CH:26]=[CH:25][CH:24]=[CH:23][C:12]=2[C:13]([NH:15][C:16]2[CH:21]=[CH:20][C:19]([Cl:22])=[CH:18][N:17]=2)=[O:14])=[O:9])=[C:6]([O:29][CH:30]2[CH2:35][CH2:34][N:33](C(OC(C)(C)C)=O)[CH2:32][CH2:31]2)[CH:5]=1)[CH3:3].